From a dataset of Full USPTO retrosynthesis dataset with 1.9M reactions from patents (1976-2016). Predict the reactants needed to synthesize the given product. (1) Given the product [ClH:38].[CH2:1]([O:3][C:4]([C:6]1[N:7]([S:28]([C:31]2[CH:32]=[CH:33][C:34]([CH3:37])=[CH:35][CH:36]=2)(=[O:29])=[O:30])[C:8]2[C:13]([CH:14]=1)=[CH:12][C:11]([CH:15]1[CH2:20][CH2:19][NH:18][CH2:17][CH2:16]1)=[CH:10][CH:9]=2)=[O:5])[CH3:2], predict the reactants needed to synthesize it. The reactants are: [CH2:1]([O:3][C:4]([C:6]1[N:7]([S:28]([C:31]2[CH:36]=[CH:35][C:34]([CH3:37])=[CH:33][CH:32]=2)(=[O:30])=[O:29])[C:8]2[C:13]([CH:14]=1)=[CH:12][C:11]([CH:15]1[CH2:20][CH2:19][N:18](C(OC(C)(C)C)=O)[CH2:17][CH2:16]1)=[CH:10][CH:9]=2)=[O:5])[CH3:2].[ClH:38].C(OCC)(=O)C. (2) Given the product [Br:1][C:2]1[CH:7]=[C:6]([F:8])[CH:5]=[CH:4][C:3]=1[CH:9]1[N:10]=[C:11]([C:22]2[N:26]=[CH:25][N:24]([CH3:27])[N:23]=2)[NH:12][C:13]([CH2:20][N:29]2[CH2:34][CH2:33][O:32][CH:31]([C:35]([OH:37])=[O:36])[CH2:30]2)=[C:14]1[C:15]([O:17][CH2:18][CH3:19])=[O:16], predict the reactants needed to synthesize it. The reactants are: [Br:1][C:2]1[CH:7]=[C:6]([F:8])[CH:5]=[CH:4][C:3]=1[CH:9]1[C:14]([C:15]([O:17][CH2:18][CH3:19])=[O:16])=[C:13]([CH2:20]Br)[NH:12][C:11]([C:22]2[N:26]=[CH:25][N:24]([CH3:27])[N:23]=2)=[N:10]1.Cl.[NH:29]1[CH2:34][CH2:33][O:32][CH:31]([C:35]([OH:37])=[O:36])[CH2:30]1. (3) Given the product [Br:1][C:2]1[CH:14]=[CH:13][C:12]2[C:11]3[C:6](=[CH:7][C:8]([Br:15])=[CH:9][CH:10]=3)[C:5]([CH2:13][CH2:14][CH2:2][CH2:3][CH2:4][CH3:12])([CH2:16][CH2:17][CH2:18][CH2:19][CH2:20][CH3:21])[C:4]=2[CH:3]=1, predict the reactants needed to synthesize it. The reactants are: [Br:1][C:2]1[CH:14]=[CH:13][C:12]2[C:11]3[C:6](=[CH:7][C:8]([Br:15])=[CH:9][CH:10]=3)[CH2:5][C:4]=2[CH:3]=1.[CH2:16](Br)[CH2:17][CH2:18][CH2:19][CH2:20][CH3:21].[OH-].[Na+]. (4) Given the product [O:9]=[C:6]1[CH2:7][CH2:8][N:3]([CH2:17][CH2:18][C:19]([O:21][CH2:22][CH3:23])=[O:20])[CH2:4][CH2:5]1, predict the reactants needed to synthesize it. The reactants are: Cl.O.[NH:3]1[CH2:8][CH2:7][C:6](=[O:9])[CH2:5][CH2:4]1.C(=O)([O-])[O-].[K+].[K+].Cl[CH2:17][CH2:18][C:19]([O:21][CH2:22][CH3:23])=[O:20]. (5) The reactants are: Br[CH:2]1[CH2:11][CH2:10][C:9]2[CH:8]=[C:7]([C:12]#[N:13])[CH:6]=[CH:5][C:4]=2[C:3]1=O.[CH2:15]([C:17]([NH:22][C:23]([NH2:25])=[S:24])([CH2:20][OH:21])[CH2:18][CH3:19])[CH3:16]. Given the product [CH2:15]([C:17]([NH:22][C:23]1[S:24][C:2]2[CH2:11][CH2:10][C:9]3[C:4](=[CH:5][CH:6]=[C:7]([C:12]#[N:13])[CH:8]=3)[C:3]=2[N:25]=1)([CH2:20][OH:21])[CH2:18][CH3:19])[CH3:16], predict the reactants needed to synthesize it.